From a dataset of Catalyst prediction with 721,799 reactions and 888 catalyst types from USPTO. Predict which catalyst facilitates the given reaction. (1) Reactant: [N-:1]=[N+:2]=[N-:3].[Na+].Cl.C(N(CC)CC)C.[Cl:13][C:14]1[CH:19]=[CH:18][C:17]([N:20]2[C:24]([CH:25]([CH:37]3[CH2:42][CH2:41][CH2:40][CH2:39][CH2:38]3)[CH2:26][O:27][C:28]3[CH:35]=[CH:34][C:31]([C:32]#[N:33])=[CH:30][C:29]=3[F:36])=[C:23]3[CH2:43][CH2:44][CH2:45][C:22]3=[N:21]2)=[CH:16][CH:15]=1. Product: [Cl:13][C:14]1[CH:19]=[CH:18][C:17]([N:20]2[C:24]([CH:25]([CH:37]3[CH2:38][CH2:39][CH2:40][CH2:41][CH2:42]3)[CH2:26][O:27][C:28]3[CH:35]=[CH:34][C:31]([C:32]4[N:1]=[N:2][NH:3][N:33]=4)=[CH:30][C:29]=3[F:36])=[C:23]3[CH2:43][CH2:44][CH2:45][C:22]3=[N:21]2)=[CH:16][CH:15]=1. The catalyst class is: 3. (2) Reactant: [CH2:1]([O:3][C:4]1[N:8]([CH2:9][C:10]2[CH:15]=[CH:14][C:13]([C:16]3[CH:21]=[CH:20][CH:19]=[CH:18][C:17]=3[C:22]([O:24]C)=[O:23])=[CH:12][CH:11]=2)[C:7]2[C:26]([C:30]([O:32]C)=[O:31])=[CH:27][CH:28]=[CH:29][C:6]=2[N:5]=1)[CH3:2].[OH-].[Na+]. Product: [CH2:1]([O:3][C:4]1[N:8]([CH2:9][C:10]2[CH:11]=[CH:12][C:13]([C:16]3[CH:21]=[CH:20][CH:19]=[CH:18][C:17]=3[C:22]([OH:24])=[O:23])=[CH:14][CH:15]=2)[C:7]2[C:26]([C:30]([OH:32])=[O:31])=[CH:27][CH:28]=[CH:29][C:6]=2[N:5]=1)[CH3:2]. The catalyst class is: 5. (3) Reactant: [Cl:1][C:2]1[CH:7]=[CH:6][CH:5]=[C:4]([NH:8][NH2:9])[N:3]=1.C(N(CC)CC)C.C(O[CH:20]=[C:21]([C:27](=O)[C:28]([F:31])([F:30])[F:29])[C:22]([O:24][CH2:25][CH3:26])=[O:23])C. Product: [Cl:1][C:2]1[N:3]=[C:4]([N:8]2[C:27]([C:28]([F:29])([F:30])[F:31])=[C:21]([C:22]([O:24][CH2:25][CH3:26])=[O:23])[CH:20]=[N:9]2)[CH:5]=[CH:6][CH:7]=1. The catalyst class is: 10.